From a dataset of Full USPTO retrosynthesis dataset with 1.9M reactions from patents (1976-2016). Predict the reactants needed to synthesize the given product. (1) Given the product [Cl:1][C:2]1[CH:7]=[CH:6][C:5]([OH:8])=[CH:4][C:3]=1[NH:9][C:10]1[C:15]([C:16]#[N:17])=[CH:14][N:13]=[CH:12][C:11]=1[C:18]1[S:19][C:20]2[CH:26]=[CH:25][C:24]([CH2:27][N:29]3[CH2:34][CH2:33][CH2:32][CH2:31][CH2:30]3)=[CH:23][C:21]=2[CH:22]=1, predict the reactants needed to synthesize it. The reactants are: [Cl:1][C:2]1[CH:7]=[CH:6][C:5]([OH:8])=[CH:4][C:3]=1[NH:9][C:10]1[C:15]([C:16]#[N:17])=[CH:14][N:13]=[CH:12][C:11]=1[C:18]1[S:19][C:20]2[CH:26]=[CH:25][C:24]([CH:27]=O)=[CH:23][C:21]=2[CH:22]=1.[NH:29]1[CH2:34][CH2:33][CH2:32][CH2:31][CH2:30]1.CC(O)=O.C(O[BH-](OC(=O)C)OC(=O)C)(=O)C.[Na+]. (2) Given the product [Br:24][C:14]1[S:13][C:12]([C:10]2[S:11][C:7]([CH2:1][CH2:2][CH2:3][CH2:4][CH2:5][CH3:6])=[CH:8][CH:9]=2)=[CH:16][CH:15]=1, predict the reactants needed to synthesize it. The reactants are: [CH2:1]([C:7]1[S:11][C:10]([C:12]2[S:13][CH:14]=[CH:15][CH:16]=2)=[CH:9][CH:8]=1)[CH2:2][CH2:3][CH2:4][CH2:5][CH3:6].C1C(=O)N([Br:24])C(=O)C1. (3) Given the product [CH3:3][C:4]1([CH3:22])[N:8]([CH2:30][C:28]2[CH:27]=[CH:26][N:25]=[C:24]([Cl:23])[CH:29]=2)[C:7](=[O:9])[N:6]([C:10]2[CH:15]=[CH:14][C:13]([O:16][C:17]([F:20])([F:19])[F:18])=[CH:12][CH:11]=2)[C:5]1=[O:21], predict the reactants needed to synthesize it. The reactants are: [H-].[Na+].[CH3:3][C:4]1([CH3:22])[NH:8][C:7](=[O:9])[N:6]([C:10]2[CH:15]=[CH:14][C:13]([O:16][C:17]([F:20])([F:19])[F:18])=[CH:12][CH:11]=2)[C:5]1=[O:21].[Cl:23][C:24]1[CH:29]=[C:28]([CH2:30]Br)[CH:27]=[CH:26][N:25]=1.C(#N)C. (4) The reactants are: CS(O[CH2:6][C@H:7]1[CH2:12][N:11]([S:13]([C:16]2[S:17][CH:18]=[CH:19][CH:20]=2)(=[O:15])=[O:14])[CH2:10][CH2:9][N:8]1[C:21]1[CH:26]=[CH:25][C:24]([C:27]([OH:33])([CH3:32])[C:28]([F:31])([F:30])[F:29])=[CH:23][CH:22]=1)(=O)=O.Cl.[CH2:35]([O:42][CH:43]1[CH2:49][CH:48]2[NH:50][CH:44]1[CH2:45][O:46][CH2:47]2)[C:36]1[CH:41]=[CH:40][CH:39]=[CH:38][CH:37]=1.C(=O)([O-])[O-].[K+].[K+].CC#N. Given the product [CH2:35]([O:42][CH:43]1[CH2:49][CH:48]2[N:50]([CH2:6][C@H:7]3[CH2:12][N:11]([S:13]([C:16]4[S:17][CH:18]=[CH:19][CH:20]=4)(=[O:14])=[O:15])[CH2:10][CH2:9][N:8]3[C:21]3[CH:22]=[CH:23][C:24]([C:27]([OH:33])([CH3:32])[C:28]([F:31])([F:30])[F:29])=[CH:25][CH:26]=3)[CH:44]1[CH2:45][O:46][CH2:47]2)[C:36]1[CH:37]=[CH:38][CH:39]=[CH:40][CH:41]=1, predict the reactants needed to synthesize it. (5) Given the product [Cl:21][C:22]1[C:30]2[C:25](=[CH:26][C:27]([C:31]([NH:20][CH:13]([C:14]3[CH:15]=[CH:16][CH:17]=[CH:18][CH:19]=3)[CH2:12][CH2:11][CH2:10][N:7]3[CH2:8][CH2:9][N:4]([CH:1]([CH3:3])[CH3:2])[CH2:5][CH2:6]3)=[O:32])=[CH:28][CH:29]=2)[NH:24][CH:23]=1, predict the reactants needed to synthesize it. The reactants are: [CH:1]([N:4]1[CH2:9][CH2:8][N:7]([CH2:10][CH2:11][CH2:12][CH:13]([NH2:20])[C:14]2[CH:19]=[CH:18][CH:17]=[CH:16][CH:15]=2)[CH2:6][CH2:5]1)([CH3:3])[CH3:2].[Cl:21][C:22]1[C:30]2[C:25](=[CH:26][C:27]([C:31](O)=[O:32])=[CH:28][CH:29]=2)[NH:24][CH:23]=1. (6) Given the product [F:1][C:2]1[CH:7]=[C:6]([CH2:8][NH:9][C@:10]23[CH2:45][CH2:44][C@@H:43]([C:46]([CH3:48])=[CH2:47])[C@@H:11]2[C@@H:12]2[C@@:25]([CH3:28])([CH2:26][CH2:27]3)[C@@:24]3([CH3:29])[C@@H:15]([C@:16]4([CH3:42])[C@@H:21]([CH2:22][CH2:23]3)[C:20]([CH3:31])([CH3:30])[C:19]([C:32]3[CH:41]=[CH:40][C:35]([C:36]([OH:38])=[O:37])=[CH:34][CH:33]=3)=[CH:18][CH2:17]4)[CH2:14][CH2:13]2)[CH:5]=[CH:4][N:3]=1.[C:49]([OH:55])([C:51]([F:54])([F:53])[F:52])=[O:50], predict the reactants needed to synthesize it. The reactants are: [F:1][C:2]1[CH:7]=[C:6]([CH2:8][NH:9][C@:10]23[CH2:45][CH2:44][C@@H:43]([C:46]([CH3:48])=[CH2:47])[C@@H:11]2[C@@H:12]2[C@@:25]([CH3:28])([CH2:26][CH2:27]3)[C@@:24]3([CH3:29])[C@@H:15]([C@:16]4([CH3:42])[C@@H:21]([CH2:22][CH2:23]3)[C:20]([CH3:31])([CH3:30])[C:19]([C:32]3[CH:41]=[CH:40][C:35]([C:36]([O:38]C)=[O:37])=[CH:34][CH:33]=3)=[CH:18][CH2:17]4)[CH2:14][CH2:13]2)[CH:5]=[CH:4][N:3]=1.[C:49]([OH:55])([C:51]([F:54])([F:53])[F:52])=[O:50].O[Li].O. (7) Given the product [C:34]([C:36]1[CH:43]=[CH:42][C:39]([CH2:40][O:1][C:2]2[CH:25]=[CH:24][C:5]3[C:6]([CH2:9][CH2:10][CH:11]4[CH2:16][CH2:15][N:14]([C:17]([O:19][C:20]([CH3:23])([CH3:22])[CH3:21])=[O:18])[CH2:13][CH2:12]4)=[N:7][O:8][C:4]=3[C:3]=2[CH2:26][OH:27])=[CH:38][CH:37]=1)#[N:35], predict the reactants needed to synthesize it. The reactants are: [OH:1][C:2]1[CH:25]=[CH:24][C:5]2[C:6]([CH2:9][CH2:10][CH:11]3[CH2:16][CH2:15][N:14]([C:17]([O:19][C:20]([CH3:23])([CH3:22])[CH3:21])=[O:18])[CH2:13][CH2:12]3)=[N:7][O:8][C:4]=2[C:3]=1[CH2:26][OH:27].C(=O)([O-])[O-].[K+].[K+].[C:34]([C:36]1[CH:43]=[CH:42][C:39]([CH2:40]Br)=[CH:38][CH:37]=1)#[N:35].